From a dataset of Forward reaction prediction with 1.9M reactions from USPTO patents (1976-2016). Predict the product of the given reaction. (1) Given the reactants [CH3:1][C:2]1[CH:11]=[CH:10][C:5]([C:6]([O:8][CH3:9])=[O:7])=[CH:4][C:3]=1B1OC(C)(C)C(C)(C)O1.I[C:22]1[NH:26][N:25]=[CH:24][CH:23]=1.C(Cl)Cl, predict the reaction product. The product is: [CH3:1][C:2]1[CH:11]=[CH:10][C:5]([C:6]([O:8][CH3:9])=[O:7])=[CH:4][C:3]=1[C:22]1[NH:26][N:25]=[CH:24][CH:23]=1. (2) The product is: [CH3:58][O:57][C:54]1[CH:53]=[CH:52][C:51]([CH:9]([C:6]2[CH:5]=[CH:4][C:3]([O:2][CH3:1])=[CH:8][CH:7]=2)[O:10][CH:11]([C:45]2[CH:50]=[CH:49][CH:48]=[CH:47][CH:46]=2)[CH:12]2[N:13]([C:18](=[O:44])[CH2:19][CH2:20][CH2:21][CH2:22][CH2:23][NH:24][C:25](=[O:43])[CH2:26][CH2:27][CH2:28][CH2:29][CH2:30][CH2:31][CH2:32][CH:33]=[CH:34][CH2:35][CH2:36][CH2:37][CH2:38][CH2:39][CH2:40][CH2:41][CH3:42])[CH2:14][CH:15]([O:17][C:59](=[O:65])[CH2:60][CH2:61][C:62]([OH:64])=[O:63])[CH2:16]2)=[CH:56][CH:55]=1. Given the reactants [CH3:1][O:2][C:3]1[CH:8]=[CH:7][C:6]([CH:9]([C:51]2[CH:56]=[CH:55][C:54]([O:57][CH3:58])=[CH:53][CH:52]=2)[O:10][CH:11]([C:45]2[CH:50]=[CH:49][CH:48]=[CH:47][CH:46]=2)[CH:12]2[CH2:16][CH:15]([OH:17])[CH2:14][N:13]2[C:18](=[O:44])[CH2:19][CH2:20][CH2:21][CH2:22][CH2:23][NH:24][C:25](=[O:43])[CH2:26][CH2:27][CH2:28][CH2:29][CH2:30][CH2:31][CH2:32][CH:33]=[CH:34][CH2:35][CH2:36][CH2:37][CH2:38][CH2:39][CH2:40][CH2:41][CH3:42])=[CH:5][CH:4]=1.[C:59]1(=[O:65])[O:64][C:62](=[O:63])[CH2:61][CH2:60]1, predict the reaction product. (3) Given the reactants [C:1]([O:4][C:5]1[CH:10]=[CH:9][CH:8]=[CH:7][C:6]=1[C:11](Cl)=[O:12])(=[O:3])[CH3:2].[CH3:14][N:15]([CH3:29])[CH2:16][CH:17]([CH3:28])[CH:18]([C:21]1[CH:22]=[C:23]([OH:27])[CH:24]=[CH:25][CH:26]=1)[CH2:19][CH3:20], predict the reaction product. The product is: [C:1]([O:4][C:5]1[CH:10]=[CH:9][CH:8]=[CH:7][C:6]=1[C:11]([O:27][C:23]1[CH:24]=[CH:25][CH:26]=[C:21]([CH:18]([CH2:19][CH3:20])[CH:17]([CH3:28])[CH2:16][N:15]([CH3:14])[CH3:29])[CH:22]=1)=[O:12])(=[O:3])[CH3:2]. (4) Given the reactants Br[C:2]1[CH:7]=[CH:6][C:5]([C@@H:8]([N:10]2[CH2:15][CH2:14][C@@:13]([C:21]3[CH:26]=[CH:25][C:24]([F:27])=[CH:23][CH:22]=3)([CH2:16][C:17]([OH:20])([CH3:19])[CH3:18])[O:12][C:11]2=[O:28])[CH3:9])=[CH:4][CH:3]=1.Br[C:30]1[CH:35]=[C:34]([CH3:36])[N+:33]([O-:37])=[C:32]([CH3:38])[CH:31]=1, predict the reaction product. The product is: [F:27][C:24]1[CH:25]=[CH:26][C:21]([C@:13]2([CH2:16][C:17]([OH:20])([CH3:19])[CH3:18])[O:12][C:11](=[O:28])[N:10]([C@H:8]([C:5]3[CH:6]=[CH:7][C:2]([C:30]4[CH:35]=[C:34]([CH3:36])[N+:33]([O-:37])=[C:32]([CH3:38])[CH:31]=4)=[CH:3][CH:4]=3)[CH3:9])[CH2:15][CH2:14]2)=[CH:22][CH:23]=1. (5) Given the reactants [CH2:1]([N:8]1[N:12]=[N:11][C:10]([C:13]([O:15]CC)=[O:14])=[N:9]1)[C:2]1[CH:7]=[CH:6][CH:5]=[CH:4][CH:3]=1.[Li+].[OH-], predict the reaction product. The product is: [CH2:1]([N:8]1[N:12]=[N:11][C:10]([C:13]([OH:15])=[O:14])=[N:9]1)[C:2]1[CH:7]=[CH:6][CH:5]=[CH:4][CH:3]=1.